From a dataset of Peptide-MHC class I binding affinity with 185,985 pairs from IEDB/IMGT. Regression. Given a peptide amino acid sequence and an MHC pseudo amino acid sequence, predict their binding affinity value. This is MHC class I binding data. (1) The peptide sequence is GLYRQCIRGK. The MHC is HLA-A68:01 with pseudo-sequence HLA-A68:01. The binding affinity (normalized) is 0.0751. (2) The peptide sequence is VLYCVHQEI. The MHC is HLA-B08:01 with pseudo-sequence HLA-B08:01. The binding affinity (normalized) is 0.0847. (3) The peptide sequence is VGISSMVEAM. The MHC is Mamu-B01 with pseudo-sequence Mamu-B01. The binding affinity (normalized) is 0. (4) The peptide sequence is SLLFKTSAGV. The MHC is HLA-A02:06 with pseudo-sequence HLA-A02:06. The binding affinity (normalized) is 0.669. (5) The peptide sequence is KTFDSEYVK. The MHC is HLA-A30:01 with pseudo-sequence HLA-A30:01. The binding affinity (normalized) is 0.424.